From a dataset of hERG potassium channel inhibition data for cardiac toxicity prediction from Karim et al.. Regression/Classification. Given a drug SMILES string, predict its toxicity properties. Task type varies by dataset: regression for continuous values (e.g., LD50, hERG inhibition percentage) or binary classification for toxic/non-toxic outcomes (e.g., AMES mutagenicity, cardiotoxicity, hepatotoxicity). Dataset: herg_karim. (1) The result is 1 (blocker). The drug is Nc1ccc2ncc(F)c(CCC34CCC(NCc5ccc6c(n5)NC(=O)CO6)(CC3)CO4)c2n1. (2) The compound is CC(C)[C@@H](Nc1nc2cc[nH]c(=O)c2c2cnccc12)C(F)(F)F. The result is 1 (blocker). (3) The molecule is Cc1cc(CN2CCN(c3c(Br)cnc4[nH]c(-c5ccc(N6CCOCC6)cc5)nc34)CC2)no1. The result is 0 (non-blocker).